From a dataset of Forward reaction prediction with 1.9M reactions from USPTO patents (1976-2016). Predict the product of the given reaction. (1) Given the reactants [CH3:1][C:2]1[CH:7]=[CH:6][C:5]([C:8]2[C:21]3[C:22]4=[C:23]5[C:18](=[CH:19][CH:20]=3)[CH:17]=[CH:16][C:15]([C:24]3[CH:29]=[CH:28][C:27]([CH3:30])=[CH:26][CH:25]=3)=[C:14]5[CH:13]=[CH:12][C:11]4=[C:10]([C:31]3[CH:36]=[CH:35][C:34]([CH3:37])=[CH:33][CH:32]=3)[CH:9]=2)=[CH:4][CH:3]=1.[Br:38]N1C(=O)CCC1=O.CN(C)C=O, predict the reaction product. The product is: [Br:38][C:17]1[C:18]2[C:23]3=[C:22]4[C:21](=[CH:20][CH:19]=2)[C:8]([C:5]2[CH:4]=[CH:3][C:2]([CH3:1])=[CH:7][CH:6]=2)=[CH:9][C:10]([C:31]2[CH:36]=[CH:35][C:34]([CH3:37])=[CH:33][CH:32]=2)=[C:11]4[CH:12]=[CH:13][C:14]3=[C:15]([C:24]2[CH:29]=[CH:28][C:27]([CH3:30])=[CH:26][CH:25]=2)[CH:16]=1. (2) Given the reactants [F:1][C:2]1[C:3]([CH2:9]O)=[N:4][CH:5]=[CH:6][C:7]=1[CH3:8].P(Br)(Br)[Br:12], predict the reaction product. The product is: [Br:12][CH2:9][C:3]1[C:2]([F:1])=[C:7]([CH3:8])[CH:6]=[CH:5][N:4]=1. (3) Given the reactants [C:1]([O:5][C:6]([N:8]1[CH2:12][CH2:11][C@:10]([CH2:16][CH2:17][CH3:18])([C:13]([OH:15])=[O:14])[CH2:9]1)=[O:7])([CH3:4])([CH3:3])[CH3:2].[OH-].[Na+:20].CO.[Na], predict the reaction product. The product is: [Na+:20].[C:1]([O:5][C:6]([N:8]1[CH2:12][CH2:11][C@:10]([CH2:16][CH2:17][CH3:18])([C:13]([O-:15])=[O:14])[CH2:9]1)=[O:7])([CH3:4])([CH3:3])[CH3:2]. (4) Given the reactants [N:1]([C@@H:4]([C@H:31]([C:39]1[CH:44]=[C:43]([F:45])[CH:42]=[C:41]([F:46])[CH:40]=1)[C:32]1[CH:37]=[CH:36][C:35]([F:38])=[CH:34][CH:33]=1)[C:5]([NH:7][C:8]1[CH:9]=[N:10][CH:11]=[C:12]([F:30])[C:13]=1[CH2:14][CH2:15][C@H:16]([NH:23][S:24]([CH:27]1[CH2:29][CH2:28]1)(=[O:26])=[O:25])[CH2:17][NH:18][CH2:19][C@@H:20]([OH:22])[CH3:21])=[O:6])=[N+:2]=[N-:3].[C:47](O[C:47]([O:49][C:50]([CH3:53])([CH3:52])[CH3:51])=[O:48])([O:49][C:50]([CH3:53])([CH3:52])[CH3:51])=[O:48].C(N(CC)CC)C, predict the reaction product. The product is: [N:1]([C@@H:4]([C@H:31]([C:39]1[CH:40]=[C:41]([F:46])[CH:42]=[C:43]([F:45])[CH:44]=1)[C:32]1[CH:33]=[CH:34][C:35]([F:38])=[CH:36][CH:37]=1)[C:5]([NH:7][C:8]1[CH:9]=[N:10][CH:11]=[C:12]([F:30])[C:13]=1[CH2:14][CH2:15][C@H:16]([NH:23][S:24]([CH:27]1[CH2:29][CH2:28]1)(=[O:25])=[O:26])[CH2:17][N:18]([CH2:19][C@@H:20]([OH:22])[CH3:21])[C:47](=[O:48])[O:49][C:50]([CH3:53])([CH3:52])[CH3:51])=[O:6])=[N+:2]=[N-:3]. (5) Given the reactants [C:1]([O:5][C:6]([N:8]1[CH2:13][C@@H:12]2[C@@H:10]([CH2:11]2)[C@H:9]1[CH2:14][NH2:15])=[O:7])([CH3:4])([CH3:3])[CH3:2].[S:16]1[CH:20]=[CH:19][N:18]2[CH:21]=[C:22]([C:24](O)=[O:25])[N:23]=[C:17]12, predict the reaction product. The product is: [C:1]([O:5][C:6]([N:8]1[CH2:13][C@@H:12]2[C@@H:10]([CH2:11]2)[C@H:9]1[CH2:14][NH:15][C:24]([C:22]1[N:23]=[C:17]2[N:18]([CH:21]=1)[CH:19]=[CH:20][S:16]2)=[O:25])=[O:7])([CH3:4])([CH3:3])[CH3:2]. (6) Given the reactants [CH3:1][O:2][C:3]1[C:13]([N+:14]([O-:16])=[O:15])=[CH:12][C:6]2[CH2:7][CH2:8][NH:9][CH2:10][CH2:11][C:5]=2[CH:4]=1.Cl[CH2:18][C:19]([N:21]([CH3:23])[CH3:22])=[O:20].[I-].[K+].C(=O)([O-])[O-].[Cs+].[Cs+], predict the reaction product. The product is: [CH3:1][O:2][C:3]1[C:13]([N+:14]([O-:16])=[O:15])=[CH:12][C:6]2[CH2:7][CH2:8][N:9]([CH2:18][C:19]([N:21]([CH3:23])[CH3:22])=[O:20])[CH2:10][CH2:11][C:5]=2[CH:4]=1. (7) Given the reactants [Cl:1][C:2]1[CH:7]=[CH:6][C:5]([O:8][C:9]2[CH:16]=[CH:15][C:12]([CH:13]=O)=[CH:11][CH:10]=2)=[CH:4][C:3]=1[C:17]([F:20])([F:19])[F:18].[CH3:21][NH2:22].[BH4-].[Na+], predict the reaction product. The product is: [Cl:1][C:2]1[CH:7]=[CH:6][C:5]([O:8][C:9]2[CH:16]=[CH:15][C:12]([CH2:13][NH:22][CH3:21])=[CH:11][CH:10]=2)=[CH:4][C:3]=1[C:17]([F:20])([F:19])[F:18]. (8) Given the reactants [F:1][C:2]1[CH:7]=[C:6]([I:8])[CH:5]=[CH:4][C:3]=1[NH:9][C:10]1[CH:18]=[N:17][CH:16]=[CH:15][C:11]=1[C:12]([OH:14])=O.[CH2:19]([NH2:21])[CH3:20], predict the reaction product. The product is: [CH2:19]([NH:21][C:12](=[O:14])[C:11]1[CH:15]=[CH:16][N:17]=[CH:18][C:10]=1[NH:9][C:3]1[CH:4]=[CH:5][C:6]([I:8])=[CH:7][C:2]=1[F:1])[CH3:20].